From a dataset of Catalyst prediction with 721,799 reactions and 888 catalyst types from USPTO. Predict which catalyst facilitates the given reaction. Reactant: [F:1][C:2]1[CH:7]=[CH:6][C:5]([C:8](=O)[CH2:9][C:10](=O)[CH3:11])=[CH:4][CH:3]=1.FC(F)(F)C(O)=O.[S:21]1[CH2:26][CH2:25][CH:24]([NH:27][NH2:28])[CH2:23][CH2:22]1.C(N(CC)CC)C.FC(F)(F)C(O)=O. Product: [F:1][C:2]1[CH:7]=[CH:6][C:5]([C:8]2[N:27]([CH:24]3[CH2:25][CH2:26][S:21][CH2:22][CH2:23]3)[N:28]=[C:10]([CH3:11])[CH:9]=2)=[CH:4][CH:3]=1. The catalyst class is: 41.